The task is: Predict which catalyst facilitates the given reaction.. This data is from Catalyst prediction with 721,799 reactions and 888 catalyst types from USPTO. (1) Reactant: [CH:1]1([C:4]2[N:9]=[C:8]([NH:10]C(=O)C(C)(C)C)[CH:7]=[CH:6][CH:5]=2)[CH2:3][CH2:2]1.Cl. Product: [CH:1]1([C:4]2[N:9]=[C:8]([NH2:10])[CH:7]=[CH:6][CH:5]=2)[CH2:3][CH2:2]1. The catalyst class is: 155. (2) Reactant: [F:1][C:2]1[CH:7]=[CH:6][C:5]([N:8]2[C:11](=[O:12])[C@H:10]([S:13][CH2:14][CH:15]([C:17]3[CH:22]=[CH:21][C:20]([F:23])=[CH:19][CH:18]=3)[OH:16])[C@H:9]2[C:24]2[CH:44]=[CH:43][C:27]([O:28][CH2:29][C:30]([NH:32][C@H:33]([C:37]3[CH:42]=[CH:41][CH:40]=[CH:39][CH:38]=3)[C:34](O)=[O:35])=[O:31])=[CH:26][CH:25]=2)=[CH:4][CH:3]=1.Cl.C(OC([NH:53][CH2:54][CH2:55][CH2:56][CH2:57][C@H:58]([C:60]([O:62]C(C)(C)C)=[O:61])[NH2:59])=O)(C)(C)C.CN1CCOCC1.CN(C(ON1N=NC2C=CC=CC1=2)=[N+](C)C)C.[B-](F)(F)(F)F. Product: [F:1][C:2]1[CH:3]=[CH:4][C:5]([N:8]2[C:11](=[O:12])[C@H:10]([S:13][CH2:14][CH:15]([C:17]3[CH:18]=[CH:19][C:20]([F:23])=[CH:21][CH:22]=3)[OH:16])[C@H:9]2[C:24]2[CH:44]=[CH:43][C:27]([O:28][CH2:29][C:30]([NH:32][C@H:33]([C:37]3[CH:42]=[CH:41][CH:40]=[CH:39][CH:38]=3)[C:34]([NH:59][C@@H:58]([C:60]([OH:62])=[O:61])[CH2:57][CH2:56][CH2:55][CH2:54][NH2:53])=[O:35])=[O:31])=[CH:26][CH:25]=2)=[CH:6][CH:7]=1. The catalyst class is: 2. (3) Reactant: OC1C(=O)NN=C(CCC2C=CC=CC=2)C=1.C([O:24][C:25]1[N:26]=[N:27][C:28]([C:39]#[C:40][C:41]2[CH:46]=[CH:45][C:44]([C:47]([F:50])([F:49])[F:48])=[C:43]([CH3:51])[CH:42]=2)=[CH:29][C:30]=1[O:31]CC1C=CC=CC=1)C1C=CC=CC=1. Product: [OH:31][C:30]1[C:25](=[O:24])[NH:26][N:27]=[C:28]([CH2:39][CH2:40][C:41]2[CH:46]=[CH:45][C:44]([C:47]([F:49])([F:48])[F:50])=[C:43]([CH3:51])[CH:42]=2)[CH:29]=1. The catalyst class is: 1. (4) Reactant: [Cl:1][C:2]1[CH:10]=[C:9]2[C:5]([CH:6]=[C:7]([C:11]3[CH:16]=[CH:15][CH:14]=[CH:13][CH:12]=3)[NH:8]2)=[CH:4][C:3]=1[F:17].[H-].[Na+].[N+:20]([C:23]1[CH:28]=[CH:27][C:26]([S:29][S:29][C:26]2[CH:27]=[CH:28][C:23]([N+:20]([O-:22])=[O:21])=[CH:24][CH:25]=2)=[CH:25][CH:24]=1)([O-:22])=[O:21]. Product: [Cl:1][C:2]1[CH:10]=[C:9]2[C:5]([C:6]([S:29][C:26]3[CH:27]=[CH:28][C:23]([N+:20]([O-:22])=[O:21])=[CH:24][CH:25]=3)=[C:7]([C:11]3[CH:16]=[CH:15][CH:14]=[CH:13][CH:12]=3)[NH:8]2)=[CH:4][C:3]=1[F:17]. The catalyst class is: 198. (5) Reactant: [NH2:1][C:2]1[N:7]=[C:6]([N:8]2[C:16]3[C:11](=[CH:12][CH:13]=[C:14]([C:17]#[C:18][C:19]([C:22]4[S:23][CH:24]=[CH:25][N:26]=4)([OH:21])[CH3:20])[CH:15]=3)[C:10]3([CH2:29][N:28]([CH3:30])[CH2:27]3)[CH2:9]2)[C:5]([Cl:31])=[CH:4][N:3]=1. Product: [NH2:1][C:2]1[N:7]=[C:6]([N:8]2[C:16]3[C:11](=[CH:12][CH:13]=[C:14]([C:17]#[C:18][C@@:19]([C:22]4[S:23][CH:24]=[CH:25][N:26]=4)([OH:21])[CH3:20])[CH:15]=3)[C:10]3([CH2:29][N:28]([CH3:30])[CH2:27]3)[CH2:9]2)[C:5]([Cl:31])=[CH:4][N:3]=1. The catalyst class is: 32. (6) Reactant: [Cl:1][C:2]1[CH:3]=[C:4]2[C:8](=[CH:9][CH:10]=1)[N:7]([C:11]([O:13][C:14]([CH3:17])([CH3:16])[CH3:15])=[O:12])[CH:6]=[C:5]2[CH:18]=O.Cl.Cl.[NH:22]1[C:26]([C:27]([NH2:29])=[O:28])=[CH:25][N:24]=[CH:23]1.C([BH3-])#[N:31].[Na+]. Product: [NH2:29][C:27]([C:26]1[NH:22][CH:23]=[N:24][C:25]=1[NH:31][CH2:18][C:5]1[C:4]2[C:8](=[CH:9][CH:10]=[C:2]([Cl:1])[CH:3]=2)[N:7]([C:11]([O:13][C:14]([CH3:15])([CH3:16])[CH3:17])=[O:12])[CH:6]=1)=[O:28]. The catalyst class is: 5.